From a dataset of Full USPTO retrosynthesis dataset with 1.9M reactions from patents (1976-2016). Predict the reactants needed to synthesize the given product. Given the product [O:66]=[S:57]1(=[O:67])[C:56]2[C:51](=[CH:52][CH:53]=[CH:54][CH:55]=2)[C:50]2[C:59](=[C:60]3[C:65](=[C:48]([N:5]([CH2:4][CH2:3][O:2][CH3:1])[CH3:6])[CH:49]=2)[CH:64]=[CH:63][CH:62]=[N:61]3)[NH:58]1, predict the reactants needed to synthesize it. The reactants are: [CH3:1][O:2][CH2:3][CH2:4][NH:5][CH3:6].CC(C1C=C(C(C)C)C(C2C=CC=CC=2P(C2CCCCC2)C2CCCCC2)=C(C(C)C)C=1)C.CC([O-])(C)C.[Na+].Br[C:48]1[CH:49]=[C:50]2[C:59](=[C:60]3[C:65]=1[CH:64]=[CH:63][CH:62]=[N:61]3)[NH:58][S:57](=[O:67])(=[O:66])[C:56]1[C:51]2=[CH:52][CH:53]=[CH:54][CH:55]=1.